Predict the reaction yield, written as a fraction of the theoretical maximum amount of product (1.0 means a 100% yield; for example, 0.34 means a 34% yield). From a dataset of Reaction yield outcomes from USPTO patents with 853,638 reactions. (1) The reactants are [OH:1][C@H:2]1[CH2:7][CH2:6][C@@H:5]([NH:8][C:9]2[C:14]([C:15]#[N:16])=[CH:13][N:12]=[C:11](S(C)(=O)=O)[N:10]=2)[CH2:4][C:3]1([CH3:22])[CH3:21].[Cl:23][C:24]1[C:25]([C:33]([F:36])([F:35])[F:34])=[C:26]([CH2:30][CH2:31][NH2:32])[CH:27]=[CH:28][CH:29]=1.CCN(C(C)C)C(C)C. The catalyst is C1COCC1. The product is [Cl:23][C:24]1[C:25]([C:33]([F:34])([F:35])[F:36])=[C:26]([CH:27]=[CH:28][CH:29]=1)[CH2:30][CH2:31][NH:32][C:11]1[N:10]=[C:9]([NH:8][C@@H:5]2[CH2:6][CH2:7][C@H:2]([OH:1])[C:3]([CH3:22])([CH3:21])[CH2:4]2)[C:14]([C:15]#[N:16])=[CH:13][N:12]=1. The yield is 0.390. (2) The reactants are [CH3:1][N:2]1[CH:6]=[C:5]([C:7]2[CH:12]=[CH:11][CH:10]=[CH:9][CH:8]=2)[N:4]=[C:3]1[CH:13]1[CH2:15][CH:14]1[C:16](O)=O.CC1C=C(C)C=C(C)C=1S([O-])(=O)=O.[NH2:32][N:33]1[C:38]([CH3:39])=[CH:37][C:36]([CH3:40])=[N:35][C:34]1=[NH2+:41].F[B-](F)(F)F.N1(OC(N(C)C)=[N+](C)C)C2C=CC=CC=2N=N1.C(N(CC)CC)C. The catalyst is CN(C=O)C. The product is [CH3:40][C:36]1[CH:37]=[C:38]([CH3:39])[N:33]2[N:32]=[C:16]([CH:14]3[CH2:15][CH:13]3[C:3]3[N:2]([CH3:1])[CH:6]=[C:5]([C:7]4[CH:12]=[CH:11][CH:10]=[CH:9][CH:8]=4)[N:4]=3)[N:41]=[C:34]2[N:35]=1. The yield is 0.470. (3) The yield is 0.950. The reactants are [Cl:1][C:2]1[C:11]2[C:6](=[C:7]([N+:12]([O-])=O)[CH:8]=[CH:9][CH:10]=2)[CH:5]=[CH:4][CH:3]=1.[CH3:15][C:16](OC(C)=O)=[O:17]. The product is [NH:12]([C:7]1[C:6]2[C:11](=[C:2]([Cl:1])[CH:3]=[CH:4][CH:5]=2)[CH:10]=[CH:9][CH:8]=1)[C:16]([CH3:15])=[O:17]. The catalyst is CC(O)=O.[Fe].